The task is: Regression. Given two drug SMILES strings and cell line genomic features, predict the synergy score measuring deviation from expected non-interaction effect.. This data is from NCI-60 drug combinations with 297,098 pairs across 59 cell lines. (1) Drug 1: CCCCCOC(=O)NC1=NC(=O)N(C=C1F)C2C(C(C(O2)C)O)O. Drug 2: C1=CC=C(C(=C1)C(C2=CC=C(C=C2)Cl)C(Cl)Cl)Cl. Cell line: NCI-H460. Synergy scores: CSS=1.53, Synergy_ZIP=1.22, Synergy_Bliss=2.23, Synergy_Loewe=-0.713, Synergy_HSA=-0.262. (2) Drug 1: CC(C1=C(C=CC(=C1Cl)F)Cl)OC2=C(N=CC(=C2)C3=CN(N=C3)C4CCNCC4)N. Drug 2: CC1=C(N=C(N=C1N)C(CC(=O)N)NCC(C(=O)N)N)C(=O)NC(C(C2=CN=CN2)OC3C(C(C(C(O3)CO)O)O)OC4C(C(C(C(O4)CO)O)OC(=O)N)O)C(=O)NC(C)C(C(C)C(=O)NC(C(C)O)C(=O)NCCC5=NC(=CS5)C6=NC(=CS6)C(=O)NCCC[S+](C)C)O. Cell line: CCRF-CEM. Synergy scores: CSS=45.5, Synergy_ZIP=-1.58, Synergy_Bliss=-7.74, Synergy_Loewe=-8.70, Synergy_HSA=-8.54. (3) Drug 1: CC1C(C(CC(O1)OC2CC(CC3=C2C(=C4C(=C3O)C(=O)C5=C(C4=O)C(=CC=C5)OC)O)(C(=O)CO)O)N)O.Cl. Drug 2: COC1=C2C(=CC3=C1OC=C3)C=CC(=O)O2. Cell line: RXF 393. Synergy scores: CSS=0.572, Synergy_ZIP=0.272, Synergy_Bliss=-0.0536, Synergy_Loewe=-5.23, Synergy_HSA=-2.02. (4) Drug 1: COC1=CC(=CC(=C1O)OC)C2C3C(COC3=O)C(C4=CC5=C(C=C24)OCO5)OC6C(C(C7C(O6)COC(O7)C8=CC=CS8)O)O. Drug 2: C1CC(=O)NC(=O)C1N2C(=O)C3=CC=CC=C3C2=O. Cell line: OVCAR3. Synergy scores: CSS=14.0, Synergy_ZIP=9.00, Synergy_Bliss=10.9, Synergy_Loewe=-20.3, Synergy_HSA=2.34. (5) Drug 1: C1=NC2=C(N=C(N=C2N1C3C(C(C(O3)CO)O)F)Cl)N. Drug 2: CC12CCC3C(C1CCC2OP(=O)(O)O)CCC4=C3C=CC(=C4)OC(=O)N(CCCl)CCCl.[Na+]. Cell line: HOP-62. Synergy scores: CSS=-5.72, Synergy_ZIP=2.19, Synergy_Bliss=-4.40, Synergy_Loewe=-8.81, Synergy_HSA=-10.9. (6) Drug 1: C1CCC(C1)C(CC#N)N2C=C(C=N2)C3=C4C=CNC4=NC=N3. Drug 2: C1CN1P(=S)(N2CC2)N3CC3. Cell line: HOP-92. Synergy scores: CSS=14.9, Synergy_ZIP=-2.84, Synergy_Bliss=-2.34, Synergy_Loewe=-3.06, Synergy_HSA=-0.991. (7) Drug 1: CN(C)C1=NC(=NC(=N1)N(C)C)N(C)C. Drug 2: CC1=C2C(C(=O)C3(C(CC4C(C3C(C(C2(C)C)(CC1OC(=O)C(C(C5=CC=CC=C5)NC(=O)C6=CC=CC=C6)O)O)OC(=O)C7=CC=CC=C7)(CO4)OC(=O)C)O)C)OC(=O)C. Cell line: CAKI-1. Synergy scores: CSS=32.9, Synergy_ZIP=-8.07, Synergy_Bliss=-1.57, Synergy_Loewe=-82.3, Synergy_HSA=0.711. (8) Drug 1: CC1=CC2C(CCC3(C2CCC3(C(=O)C)OC(=O)C)C)C4(C1=CC(=O)CC4)C. Drug 2: C1=NC(=NC(=O)N1C2C(C(C(O2)CO)O)O)N. Cell line: LOX IMVI. Synergy scores: CSS=10.9, Synergy_ZIP=-4.91, Synergy_Bliss=-0.724, Synergy_Loewe=-17.8, Synergy_HSA=-0.139. (9) Drug 1: CCCCC(=O)OCC(=O)C1(CC(C2=C(C1)C(=C3C(=C2O)C(=O)C4=C(C3=O)C=CC=C4OC)O)OC5CC(C(C(O5)C)O)NC(=O)C(F)(F)F)O. Drug 2: CC12CCC3C(C1CCC2OP(=O)(O)O)CCC4=C3C=CC(=C4)OC(=O)N(CCCl)CCCl.[Na+]. Cell line: UACC-257. Synergy scores: CSS=69.2, Synergy_ZIP=-2.26, Synergy_Bliss=-3.03, Synergy_Loewe=-11.9, Synergy_HSA=-1.99. (10) Drug 1: C1=NC2=C(N=C(N=C2N1C3C(C(C(O3)CO)O)F)Cl)N. Drug 2: CNC(=O)C1=NC=CC(=C1)OC2=CC=C(C=C2)NC(=O)NC3=CC(=C(C=C3)Cl)C(F)(F)F. Cell line: NCI-H226. Synergy scores: CSS=3.74, Synergy_ZIP=2.33, Synergy_Bliss=1.69, Synergy_Loewe=3.26, Synergy_HSA=-0.0291.